This data is from Catalyst prediction with 721,799 reactions and 888 catalyst types from USPTO. The task is: Predict which catalyst facilitates the given reaction. (1) Reactant: [C:1]([CH2:3][C:4]1([N:18]2[CH:22]=[C:21]([C:23]3[C:24]4[CH:31]=[CH:30][N:29](COCC[Si](C)(C)C)[C:25]=4[N:26]=[CH:27][N:28]=3)[CH:20]=[N:19]2)[CH2:7][N:6]([C:8]2[CH:16]=[CH:15][C:11]([C:12](O)=[O:13])=[CH:10][C:9]=2[F:17])[CH2:5]1)#[N:2].F[P-](F)(F)(F)(F)F.[N:47]1(O[P+](N(C)C)(N(C)C)N(C)C)[C:51]2[CH:52]=C[CH:54]=[CH:55][C:50]=2N=N1.C1([C@@H](N)C)CC1.C(N(CC)CC)C.C([O-])(O)=O.[Na+].C(N)CN. Product: [C:1]([CH2:3][C:4]1([N:18]2[CH:22]=[C:21]([C:23]3[C:24]4[CH:31]=[CH:30][NH:29][C:25]=4[N:26]=[CH:27][N:28]=3)[CH:20]=[N:19]2)[CH2:7][N:6]([C:8]2[CH:16]=[CH:15][C:11]([C:12]([NH:47][C@H:51]([CH:50]3[CH2:55][CH2:54]3)[CH3:52])=[O:13])=[CH:10][C:9]=2[F:17])[CH2:5]1)#[N:2]. The catalyst class is: 2. (2) Reactant: Cl[C:2]1[S:6][N:5]=[C:4]([C:7]2[CH:12]=[CH:11][CH:10]=[CH:9][C:8]=2[F:13])[N:3]=1.FC(F)(F)C(O)=O.[O:21]1[C:25]2[CH:26]=[CH:27][CH:28]=[CH:29][C:24]=2[C:23]([NH:30][C:31]([N:33]2[CH2:38][CH2:37][NH:36][CH2:35][CH2:34]2)=[O:32])=[N:22]1.C(N(CC)CC)C.O. Product: [O:21]1[C:25]2[CH:26]=[CH:27][CH:28]=[CH:29][C:24]=2[C:23]([NH:30][C:31]([N:33]2[CH2:38][CH2:37][N:36]([C:2]3[S:6][N:5]=[C:4]([C:7]4[CH:12]=[CH:11][CH:10]=[CH:9][C:8]=4[F:13])[N:3]=3)[CH2:35][CH2:34]2)=[O:32])=[N:22]1. The catalyst class is: 9.